Dataset: Full USPTO retrosynthesis dataset with 1.9M reactions from patents (1976-2016). Task: Predict the reactants needed to synthesize the given product. (1) Given the product [N:31]1([C:37]2[CH:44]=[CH:43][C:40]([CH:41]=[CH:48][N:2]3[C:10]4[C:5](=[CH:6][CH:7]=[CH:8][CH:9]=4)[CH:4]=[N:3]3)=[C:39]([N+:45]([O-:47])=[O:46])[CH:38]=2)[CH2:36][CH2:35][O:34][CH2:33][CH2:32]1, predict the reactants needed to synthesize it. The reactants are: [Br-].[NH:2]1[C:10]2[C:5](=[CH:6][CH:7]=[CH:8][CH:9]=2)[C:4](C[P+](C2C=CC=CC=2)(C2C=CC=CC=2)C2C=CC=CC=2)=[N:3]1.[N:31]1([C:37]2[CH:44]=[CH:43][C:40]([CH:41]=O)=[C:39]([N+:45]([O-:47])=[O:46])[CH:38]=2)[CH2:36][CH2:35][O:34][CH2:33][CH2:32]1.[C:48](=O)([O-])[O-].[K+].[K+].O. (2) Given the product [F:24][C:25]1[CH:30]=[CH:29][CH:28]=[CH:27][C:26]=1[C:2]1[CH:7]=[CH:6][C:5]([CH2:8][C:9]([O:11][CH3:12])=[O:10])=[CH:4][CH:3]=1, predict the reactants needed to synthesize it. The reactants are: Br[C:2]1[CH:7]=[CH:6][C:5]([CH2:8][C:9]([O:11][CH3:12])=[O:10])=[CH:4][CH:3]=1.O1CCCC1.C(=O)([O-])[O-].[Na+].[Na+].[F:24][C:25]1[CH:30]=[CH:29][CH:28]=[CH:27][C:26]=1B(O)O. (3) Given the product [F:1][C:2]1[CH:3]=[CH:4][C:5]2[O:11][C@H:10]([CH3:12])[C@H:9]([N:13]([CH2:22][C:23]([F:28])([F:29])[C:24]([F:25])([F:26])[F:27])[C:14](=[O:21])[C:15]([OH:20])([CH3:19])[C:16]([NH2:18])=[O:17])[C:8](=[O:30])[N:7]([CH2:31][CH2:32][OH:33])[C:6]=2[CH:34]=1, predict the reactants needed to synthesize it. The reactants are: [F:1][C:2]1[CH:3]=[CH:4][C:5]2[O:11][C@H:10]([CH3:12])[C@H:9]([N:13]([CH2:22][C:23]([F:29])([F:28])[C:24]([F:27])([F:26])[F:25])[C:14](=[O:21])[C:15]([OH:20])([CH3:19])[C:16]([NH2:18])=[O:17])[C:8](=[O:30])[N:7]([CH2:31][CH:32]=[O:33])[C:6]=2[CH:34]=1.[BH4-].[Na+].C(OC(=O)C)C.CCCCCCC. (4) Given the product [O:19]=[C:16]1[NH:15][N:14]=[C:13]([C:10]2[CH:11]=[CH:12][C:7]([O:6][CH2:5][C:4]([OH:20])=[O:3])=[N:8][CH:9]=2)[CH2:18][CH2:17]1, predict the reactants needed to synthesize it. The reactants are: C([O:3][C:4](=[O:20])[CH2:5][O:6][C:7]1[CH:12]=[CH:11][C:10]([C:13]2[CH2:18][CH2:17][C:16](=[O:19])[NH:15][N:14]=2)=[CH:9][N:8]=1)C.[OH-].[Na+].Cl. (5) Given the product [CH3:1][O:2][C:3]([C:4]1[C:5]2[CH:11]=[C:12]([C:13]3[CH:14]=[CH:15][C:16]([Cl:19])=[CH:17][CH:18]=3)[NH:10][C:6]=2[CH:7]=[CH:8][CH:9]=1)=[O:20], predict the reactants needed to synthesize it. The reactants are: [CH3:1][O:2][C:3](=[O:20])[C:4]1[CH:9]=[CH:8][CH:7]=[C:6]([NH2:10])[C:5]=1[C:11]#[C:12][C:13]1[CH:18]=[CH:17][C:16]([Cl:19])=[CH:15][CH:14]=1.